Dataset: Full USPTO retrosynthesis dataset with 1.9M reactions from patents (1976-2016). Task: Predict the reactants needed to synthesize the given product. (1) Given the product [CH2:10]([O:9][Si:5]([CH2:4][CH2:3][CH2:2][NH:1][C:16](=[O:17])[O:22][CH2:20][CH3:21])([O:12][CH2:13][CH3:14])[O:6][CH2:7][CH3:8])[CH3:11], predict the reactants needed to synthesize it. The reactants are: [NH2:1][CH2:2][CH2:3][CH2:4][Si:5]([O:12][CH2:13][CH3:14])([O:9][CH2:10][CH3:11])[O:6][CH2:7][CH3:8].N[C:16](N)=[O:17].N.[CH2:20]([OH:22])[CH3:21]. (2) Given the product [CH3:7][C:8]1[N:13]=[C:12]([CH2:14][NH2:15])[CH:11]=[CH:10][CH:9]=1, predict the reactants needed to synthesize it. The reactants are: [H-].[H-].[H-].[H-].[Li+].[Al+3].[CH3:7][C:8]1[N:13]=[C:12]([C:14]#[N:15])[CH:11]=[CH:10][CH:9]=1. (3) Given the product [Cl:23][C:24]1[CH:31]=[CH:30][C:27]([CH2:28][NH:29][C:12]([C:8]2[CH:7]=[C:6]3[C:11]([C:2](=[O:1])[N:3]([CH2:16][C:17]4[CH:22]=[CH:21][CH:20]=[CH:19][N:18]=4)[C:4](=[S:15])[NH:5]3)=[CH:10][CH:9]=2)=[O:14])=[CH:26][CH:25]=1, predict the reactants needed to synthesize it. The reactants are: [O:1]=[C:2]1[C:11]2[C:6](=[CH:7][C:8]([C:12]([OH:14])=O)=[CH:9][CH:10]=2)[NH:5][C:4](=[S:15])[N:3]1[CH2:16][C:17]1[CH:22]=[CH:21][CH:20]=[CH:19][N:18]=1.[Cl:23][C:24]1[CH:31]=[CH:30][C:27]([CH2:28][NH2:29])=[CH:26][CH:25]=1.CCN(C(C)C)C(C)C.CN(C(ON1N=NC2C=CC=NC1=2)=[N+](C)C)C.F[P-](F)(F)(F)(F)F.